Regression/Classification. Given a drug SMILES string, predict its absorption, distribution, metabolism, or excretion properties. Task type varies by dataset: regression for continuous measurements (e.g., permeability, clearance, half-life) or binary classification for categorical outcomes (e.g., BBB penetration, CYP inhibition). For this dataset (lipophilicity_astrazeneca), we predict Y. From a dataset of Experimental lipophilicity measurements (octanol/water distribution) for 4,200 compounds from AstraZeneca. (1) The drug is O=C(O)CCCS(=O)(=O)c1cccc(C(=O)N2CCC(N3CCC(Oc4ccc(Cl)c(Cl)c4)CC3)CC2)c1. The Y is 0.660 logD. (2) The molecule is Cc1cnc(C(=O)NCCc2ccc(S(=O)(=O)NC(=O)NC3CCCCC3)cc2)cn1. The Y is 0.310 logD.